This data is from Forward reaction prediction with 1.9M reactions from USPTO patents (1976-2016). The task is: Predict the product of the given reaction. (1) Given the reactants [C:1]([C:3]1[C:8](=[O:9])[N:7]([C:10]2[CH:15]=[CH:14][C:13]([S:16][CH3:17])=[CH:12][CH:11]=2)[C:6]([C:18]2[CH:23]=[CH:22][C:21]([F:24])=[CH:20][CH:19]=2)=[N:5][C:4]=1SC)#[N:2].[CH3:27][NH2:28], predict the reaction product. The product is: [C:1]([C:3]1[C:8](=[O:9])[N:7]([C:10]2[CH:11]=[CH:12][C:13]([S:16][CH3:17])=[CH:14][CH:15]=2)[C:6]([C:18]2[CH:23]=[CH:22][C:21]([F:24])=[CH:20][CH:19]=2)=[N:5][C:4]=1[NH:28][CH3:27])#[N:2]. (2) Given the reactants C(NC(C)C)(C)C.[Cl-].[Cl-].[CH2:10]([N:17]1[CH2:22][CH2:21][CH:20]([NH:23][CH2:24][C:25]2[CH:30]=[CH:29][CH:28]=[CH:27][C:26]=2[NH3+:31])[CH2:19][CH2:18]1)[C:11]1[CH:16]=[CH:15][CH:14]=[CH:13][CH:12]=1.[CH2:10]([N:17]1[CH2:18][CH2:19][CH:20]([NH:23][CH2:24][C:25]2[CH:30]=[CH:29][CH:28]=[CH:27][C:26]=2[NH3+:31])[CH2:21][CH2:22]1)[C:11]1[CH:12]=[CH:13][CH:14]=[CH:15][CH:16]=1.C1C[O:57][CH2:56]C1, predict the reaction product. The product is: [CH2:10]([N:17]1[CH2:18][CH2:19][CH:20]([N:23]2[CH2:24][C:25]3[C:26](=[CH:27][CH:28]=[CH:29][CH:30]=3)[NH:31][C:56]2=[O:57])[CH2:21][CH2:22]1)[C:11]1[CH:12]=[CH:13][CH:14]=[CH:15][CH:16]=1. (3) Given the reactants [NH2:1][C:2]1[C:11]([N+:12]([O-])=O)=[C:10]([Br:15])[CH:9]=[C:8]([O:16][CH3:17])[C:3]=1[C:4]([O:6][CH3:7])=[O:5].[H][H].[CH:20]([CH:22]=O)=O, predict the reaction product. The product is: [Br:15][C:10]1[C:11]2[N:12]=[CH:22][CH:20]=[N:1][C:2]=2[C:3]([C:4]([O:6][CH3:7])=[O:5])=[C:8]([O:16][CH3:17])[CH:9]=1. (4) Given the reactants [CH3:1][C:2]1[CH:7]=[C:6]([CH3:8])[N:5]=[C:4]([N:9]2[CH2:16][CH:15]3[CH:11]([CH2:12][NH:13][CH2:14]3)[CH2:10]2)[N:3]=1.CC(O)=O.[F:21][C:22]([F:33])([F:32])[C:23]1[N:31]=[CH:30][CH:29]=[CH:28][C:24]=1[C:25](O)=[O:26], predict the reaction product. The product is: [CH3:1][C:2]1[CH:7]=[C:6]([CH3:8])[N:5]=[C:4]([N:9]2[CH2:16][CH:15]3[CH:11]([CH2:12][N:13]([C:25]([C:24]4[C:23]([C:22]([F:33])([F:21])[F:32])=[N:31][CH:30]=[CH:29][CH:28]=4)=[O:26])[CH2:14]3)[CH2:10]2)[N:3]=1. (5) The product is: [NH2:33][C:16]1[N:15]=[C:14]([O:13][C:10]2[CH:11]=[CH:12][C:7]([CH2:6][CH:5]([O:34][CH2:35][CH3:36])[C:4]([OH:37])=[O:3])=[CH:8][CH:9]=2)[CH:19]=[C:18]([N:20]2[CH2:25][CH2:24][N:23]([CH2:26][C:27]3[CH:28]=[CH:29][CH:30]=[CH:31][CH:32]=3)[CH2:22][CH2:21]2)[N:17]=1. Given the reactants C([O:3][C:4](=[O:37])[CH:5]([O:34][CH2:35][CH3:36])[CH2:6][C:7]1[CH:12]=[CH:11][C:10]([O:13][C:14]2[CH:19]=[C:18]([N:20]3[CH2:25][CH2:24][N:23]([CH2:26][C:27]4[CH:32]=[CH:31][CH:30]=[CH:29][CH:28]=4)[CH2:22][CH2:21]3)[N:17]=[C:16]([NH2:33])[N:15]=2)=[CH:9][CH:8]=1)C, predict the reaction product. (6) Given the reactants [C:1]1([S:7]([O-:9])=[O:8])[CH:6]=[CH:5][CH:4]=[CH:3][CH:2]=1.[Na+].C1(S([O-])=O)C=CC=CC=1.C1(C)C=CC=CC=1.[Cl:27]Cl, predict the reaction product. The product is: [C:1]1([S:7]([Cl:27])(=[O:9])=[O:8])[CH:6]=[CH:5][CH:4]=[CH:3][CH:2]=1. (7) Given the reactants [NH2:1][C:2]1[C:7]([Cl:8])=[CH:6][C:5]([C:9]([OH:18])([C:14]([F:17])([F:16])[F:15])[C:10]([F:13])([F:12])[F:11])=[CH:4][C:3]=1[Br:19].[C:20](O)(=[O:27])[C:21]1[CH:26]=[CH:25][CH:24]=[CH:23][CH:22]=1.N1C=CC=CC=1.O=C1N([ClH]P([ClH]N2CCOC2=O)=O)CCO1, predict the reaction product. The product is: [NH2:1][C:2]1[C:7]([Cl:8])=[CH:6][C:5]([C:9]([O:18][C:20](=[O:27])[C:21]2[CH:26]=[CH:25][CH:24]=[CH:23][CH:22]=2)([C:10]([F:11])([F:12])[F:13])[C:14]([F:17])([F:15])[F:16])=[CH:4][C:3]=1[Br:19]. (8) Given the reactants C([N:8]1[CH2:13][CH2:12][O:11][C@H:10]([CH2:14][C:15]2[CH:20]=[CH:19][CH:18]=[C:17](Br)[CH:16]=2)[CH2:9]1)(OC(C)(C)C)=O.C([N:29]1CCO[C@H:31]([CH2:35][C:36]2C=CC=[C:38]([CH2:42]O)[CH:37]=2)[CH2:30]1)(OC(C)(C)C)=O.C(C1C=CC=CN=1)=C.C(O)(C(F)(F)F)=O, predict the reaction product. The product is: [N:29]1[CH:30]=[CH:31][CH:35]=[CH:36][C:37]=1[CH2:38][CH2:42][C:17]1[CH:16]=[C:15]([CH:20]=[CH:19][CH:18]=1)[CH2:14][C@H:10]1[O:11][CH2:12][CH2:13][NH:8][CH2:9]1. (9) Given the reactants [OH-].[Na+].[CH2:3]([NH2:6])[CH2:4][NH2:5].[N:7]([C:10]1[C:15]([CH3:16])=[CH:14][CH:13]=[CH:12][C:11]=1[CH3:17])=[C:8]=S, predict the reaction product. The product is: [NH:5]1[CH2:4][CH2:3][N:6]=[C:8]1[NH:7][C:10]1[C:15]([CH3:16])=[CH:14][CH:13]=[CH:12][C:11]=1[CH3:17].